From a dataset of Forward reaction prediction with 1.9M reactions from USPTO patents (1976-2016). Predict the product of the given reaction. (1) Given the reactants [Br:1][C:2]1[CH:9]=[CH:8][C:5]([CH:6]=O)=[CH:4][CH:3]=1.[F:10][C:11]([F:21])([F:20])[C:12]1[CH:19]=[CH:18][C:15]([CH2:16][NH2:17])=[CH:14][CH:13]=1.O.[BH4-].[Na+].[Cl-:25].[Na+].O, predict the reaction product. The product is: [ClH:25].[Br:1][C:2]1[CH:9]=[CH:8][C:5]([CH2:6][NH:17][CH2:16][C:15]2[CH:14]=[CH:13][C:12]([C:11]([F:10])([F:20])[F:21])=[CH:19][CH:18]=2)=[CH:4][CH:3]=1. (2) Given the reactants [NH2:1][C:2]1[CH:3]=[C:4]([NH:8][C:9](=[O:15])[CH2:10][CH2:11][N:12]([CH3:14])[CH3:13])[CH:5]=[CH:6][CH:7]=1.[Cl:16][CH2:17][CH2:18][N:19]([CH2:29][CH2:30][Cl:31])[C:20]1[CH:25]=[CH:24][C:23]([N:26]=[C:27]=[O:28])=[CH:22][CH:21]=1.C1C2C(=NC3C(C=2NC2C=C(C=C(CO)C=2)N)=CC=CC=3)C=CC=1.ClC(Cl)(OC(=O)OC(Cl)(Cl)Cl)Cl, predict the reaction product. The product is: [Cl:16][CH2:17][CH2:18][N:19]([CH2:29][CH2:30][Cl:31])[C:20]1[CH:21]=[CH:22][C:23]([NH:26][C:27](=[O:28])[NH:1][C:2]2[CH:3]=[C:4]([NH:8][C:9](=[O:15])[CH2:10][CH2:11][N:12]([CH3:14])[CH3:13])[CH:5]=[CH:6][CH:7]=2)=[CH:24][CH:25]=1.